Dataset: Reaction yield outcomes from USPTO patents with 853,638 reactions. Task: Predict the reaction yield, written as a fraction of the theoretical maximum amount of product (1.0 means a 100% yield; for example, 0.34 means a 34% yield). (1) The reactants are [B:10]1([B:10]2[O:14][C:13]([CH3:16])([CH3:15])[C:12]([CH3:18])([CH3:17])[O:11]2)[O:14][C:13]([CH3:16])([CH3:15])[C:12]([CH3:18])([CH3:17])[O:11]1.C([O-])(=O)C.[K+].[CH:24]([O:27][C:28]1[CH:33]=[CH:32][CH:31]=[C:30](OC(C)C)[C:29]=1C1C=CC=CC=1P1C(C)(C)CC2(OCCO2)CC1(C)C)(C)C.ClC1C=CC(OC)=CC=1. The catalyst is C1C=CC(/C=C/C(/C=C/C2C=CC=CC=2)=O)=CC=1.C1C=CC(/C=C/C(/C=C/C2C=CC=CC=2)=O)=CC=1.C1C=CC(/C=C/C(/C=C/C2C=CC=CC=2)=O)=CC=1.[Pd].[Pd].O1CCOCC1. The product is [CH3:24][O:27][C:28]1[CH:33]=[CH:32][C:31]([B:10]2[O:11][C:12]([CH3:17])([CH3:18])[C:13]([CH3:15])([CH3:16])[O:14]2)=[CH:30][CH:29]=1. The yield is 0.730. (2) The reactants are [OH-].[Na+].C1(C[O:10][C:11]([C:13]2([NH:19][C:20]([C:22]3[S:23][C:24]4[CH:30]=[CH:29][CH:28]=[CH:27][C:25]=4[CH:26]=3)=[O:21])[CH2:18][CH2:17][CH2:16][CH2:15][CH2:14]2)=[O:12])C=CC=CC=1.CCOCC. The catalyst is O1CCCC1. The product is [S:23]1[C:24]2[CH:30]=[CH:29][CH:28]=[CH:27][C:25]=2[CH:26]=[C:22]1[C:20]([NH:19][C:13]1([C:11]([OH:12])=[O:10])[CH2:18][CH2:17][CH2:16][CH2:15][CH2:14]1)=[O:21]. The yield is 0.800. (3) The reactants are [C:1](Cl)(=[O:3])[CH3:2].[Br:5][C:6]1[CH:11]=[CH:10][C:9]([CH2:12][NH2:13])=[CH:8][C:7]=1[Cl:14].CCN(C(C)C)C(C)C. The catalyst is C(Cl)Cl. The product is [Br:5][C:6]1[CH:11]=[CH:10][C:9]([CH2:12][NH:13][C:1](=[O:3])[CH3:2])=[CH:8][C:7]=1[Cl:14]. The yield is 1.01. (4) The reactants are C([N:8]1[CH:12]=CN=C1)(N1C=CN=C1)=O.N.F[C:15](F)(F)[C:16]([O:18][C:19](=O)[C:20](F)(F)F)=O.N1C=[CH:31][CH:30]=[CH:29][CH:28]=1.[Cl-].[NH4+].[O:35]1[CH2:39][CH2:38][CH2:37][CH2:36]1. The catalyst is O.C(Cl)Cl. The product is [CH:38]1([C:39]([C:29]2[CH:30]=[CH:31][C:16]([O:18][CH:19]([CH3:20])[C:12]#[N:8])=[CH:15][CH:28]=2)=[O:35])[CH2:36][CH2:37]1. The yield is 0.920.